This data is from Catalyst prediction with 721,799 reactions and 888 catalyst types from USPTO. The task is: Predict which catalyst facilitates the given reaction. (1) Reactant: [NH2:1][C:2]1[CH:7]=[C:6]([C:8]([F:11])([F:10])[F:9])[CH:5]=[CH:4][C:3]=1[SH:12].[Br:13][C:14]1[CH:15]=[C:16]([CH:19]=[CH:20][C:21]=1[OH:22])[CH:17]=O. Product: [Br:13][C:14]1[CH:15]=[C:16]([CH:17]2[NH:1][C:2]3[CH:7]=[C:6]([C:8]([F:9])([F:10])[F:11])[CH:5]=[CH:4][C:3]=3[S:12]2)[CH:19]=[CH:20][C:21]=1[OH:22]. The catalyst class is: 3. (2) Reactant: [Cl:1][C:2]1[CH:7]=[C:6]([Cl:8])[CH:5]=[CH:4][C:3]=1[N:9]1[C:13]([C:14]2[CH:19]=[CH:18][C:17]([C:20]([F:23])([F:22])[F:21])=[CH:16][CH:15]=2)=[C:12]([CH3:24])[C:11]([CH2:25][OH:26])=[N:10]1.[H-].[Na+].[CH2:29]([O:31][C:32](=[O:37])[C:33](Br)([CH3:35])[CH3:34])[CH3:30]. Product: [CH2:29]([O:31][C:32](=[O:37])[C:33]([O:26][CH2:25][C:11]1[C:12]([CH3:24])=[C:13]([C:14]2[CH:15]=[CH:16][C:17]([C:20]([F:23])([F:21])[F:22])=[CH:18][CH:19]=2)[N:9]([C:3]2[CH:4]=[CH:5][C:6]([Cl:8])=[CH:7][C:2]=2[Cl:1])[N:10]=1)([CH3:35])[CH3:34])[CH3:30]. The catalyst class is: 589. (3) Reactant: C[O:2][C:3]([C:5]1[S:9][C:8]2[C:10]([C:14]([F:17])([F:16])[F:15])=[CH:11][CH:12]=[CH:13][C:7]=2[C:6]=1[CH:18]1[CH2:23][CH2:22][N:21]([C:24](=[O:26])[CH3:25])[CH2:20][CH2:19]1)=[O:4].[OH-].[Na+].Cl. Product: [C:24]([N:21]1[CH2:22][CH2:23][CH:18]([C:6]2[C:7]3[CH:13]=[CH:12][CH:11]=[C:10]([C:14]([F:17])([F:16])[F:15])[C:8]=3[S:9][C:5]=2[C:3]([OH:4])=[O:2])[CH2:19][CH2:20]1)(=[O:26])[CH3:25]. The catalyst class is: 1. (4) The catalyst class is: 39. Product: [CH2:1]([O:3][C:4]([N:6]1[CH2:11][CH2:10][N:9]([C:12]([CH2:14][NH:28][CH2:27][C:26]([O:25][CH2:23][CH3:24])=[O:29])=[O:13])[CH2:8][CH2:7]1)=[O:5])[CH3:2]. Reactant: [CH2:1]([O:3][C:4]([N:6]1[CH2:11][CH2:10][N:9]([C:12]([CH2:14]Cl)=[O:13])[CH2:8][CH2:7]1)=[O:5])[CH3:2].C(=O)([O-])[O-].[Cs+].[Cs+].Cl.[CH2:23]([O:25][C:26](=[O:29])[CH2:27][NH2:28])[CH3:24]. (5) Reactant: Cl.Cl[C:3]1[C:12]2[C:7](=[CH:8][C:9]([O:15][CH2:16][CH:17]3[CH2:22][CH2:21][CH2:20][N:19]([CH3:23])[CH2:18]3)=[C:10]([O:13][CH3:14])[CH:11]=2)[N:6]=[CH:5][N:4]=1.[NH2:24][C:25]1[CH:26]=[C:27]([NH:32][C:33]([C:35]2[CH:40]=[CH:39][N:38]=[C:37]([N:41]3[CH2:46][CH2:45][O:44][CH2:43][CH2:42]3)[CH:36]=2)=[O:34])[CH:28]=[CH:29][C:30]=1[CH3:31]. Product: [CH3:14][O:13][C:10]1[CH:11]=[C:12]2[C:7](=[CH:8][C:9]=1[O:15][CH2:16][CH:17]1[CH2:22][CH2:21][CH2:20][N:19]([CH3:23])[CH2:18]1)[N:6]=[CH:5][N:4]=[C:3]2[NH:24][C:25]1[CH:26]=[C:27]([NH:32][C:33]([C:35]2[CH:40]=[CH:39][N:38]=[C:37]([N:41]3[CH2:46][CH2:45][O:44][CH2:43][CH2:42]3)[CH:36]=2)=[O:34])[CH:28]=[CH:29][C:30]=1[CH3:31]. The catalyst class is: 27. (6) Reactant: [C:1]1([C:7]([C:16]2[CH:21]=[CH:20][CH:19]=[CH:18][CH:17]=2)=[CH:8][CH:9]=[CH:10][C:11]([O:13]CC)=[O:12])[CH:6]=[CH:5][CH:4]=[CH:3][CH:2]=1.[OH-].[Na+].Cl.O. Product: [C:1]1([C:7]([C:16]2[CH:21]=[CH:20][CH:19]=[CH:18][CH:17]=2)=[CH:8][CH:9]=[CH:10][C:11]([OH:13])=[O:12])[CH:2]=[CH:3][CH:4]=[CH:5][CH:6]=1. The catalyst class is: 8. (7) Reactant: [CH3:1][N:2]([CH3:49])[CH2:3][C:4]([N:6]1[C:14]2[C:9](=[CH:10][C:11]([O:47][CH3:48])=[C:12]([NH:15][C:16]3[N:17]=[C:18]([NH:36][C:37]4[CH:45]=[CH:44][CH:43]=[C:42]([F:46])[C:38]=4[C:39]([NH2:41])=[O:40])[C:19]4[C:24]([CH3:25])=[CH:23][N:22](S(C5C=CC(C)=CC=5)(=O)=O)[C:20]=4[N:21]=3)[CH:13]=2)[CH2:8][CH2:7]1)=[O:5].[CH3:49][N:2]([CH3:1])[CH2:3][C:4]([N:6]1[C:14]2[C:9](=[CH:10][C:11]([O:47][CH3:48])=[C:12]([NH:15][C:16]3[NH:21][C:20]4=[N:22][CH:23]=[C:24]([CH3:25])[C:19]4=[C:18]([NH:36][C:37]4[CH:45]=[CH:44][CH:43]=[C:42]([F:46])[C:38]=4[C:39]([NH2:41])=[O:40])[N:17]=3)[CH:13]=2)[CH2:8][CH2:7]1)=[O:5].[OH-].[Na+].O. Product: [CH3:49][N:2]([CH3:1])[CH2:3][C:4]([N:6]1[C:14]2[C:9](=[CH:10][C:11]([O:47][CH3:48])=[C:12]([NH:15][C:16]3[NH:21][C:20]4=[N:22][CH:23]=[C:24]([CH3:25])[C:19]4=[C:18]([NH:36][C:37]4[CH:45]=[CH:44][CH:43]=[C:42]([F:46])[C:38]=4[C:39]([NH2:41])=[O:40])[N:17]=3)[CH:13]=2)[CH2:8][CH2:7]1)=[O:5]. The catalyst class is: 225. (8) Reactant: Cl[C:2]1[C:11]([CH:12]=[O:13])=[CH:10][C:9]2[C:4](=[CH:5][C:6]([F:15])=[C:7]([F:14])[CH:8]=2)[N:3]=1.C(N(CC)CC)C.O.CCOC(C)=O. The catalyst class is: 128. Product: [F:14][C:7]1[CH:8]=[C:9]2[C:4](=[CH:5][C:6]=1[F:15])[N:3]=[CH:2][C:11]([CH:12]=[O:13])=[CH:10]2.